Dataset: NCI-60 drug combinations with 297,098 pairs across 59 cell lines. Task: Regression. Given two drug SMILES strings and cell line genomic features, predict the synergy score measuring deviation from expected non-interaction effect. (1) Drug 1: CS(=O)(=O)CCNCC1=CC=C(O1)C2=CC3=C(C=C2)N=CN=C3NC4=CC(=C(C=C4)OCC5=CC(=CC=C5)F)Cl. Drug 2: CCN(CC)CCNC(=O)C1=C(NC(=C1C)C=C2C3=C(C=CC(=C3)F)NC2=O)C. Cell line: SW-620. Synergy scores: CSS=1.26, Synergy_ZIP=1.14, Synergy_Bliss=2.91, Synergy_Loewe=-2.09, Synergy_HSA=-1.18. (2) Drug 1: C1=CC(=CC=C1C#N)C(C2=CC=C(C=C2)C#N)N3C=NC=N3. Drug 2: C(=O)(N)NO. Cell line: SR. Synergy scores: CSS=-1.12, Synergy_ZIP=0.765, Synergy_Bliss=-0.884, Synergy_Loewe=-1.36, Synergy_HSA=-4.07. (3) Drug 1: C1CCC(CC1)NC(=O)N(CCCl)N=O. Drug 2: CC1=C2C(C(=O)C3(C(CC4C(C3C(C(C2(C)C)(CC1OC(=O)C(C(C5=CC=CC=C5)NC(=O)C6=CC=CC=C6)O)O)OC(=O)C7=CC=CC=C7)(CO4)OC(=O)C)O)C)OC(=O)C. Cell line: SK-MEL-28. Synergy scores: CSS=28.7, Synergy_ZIP=-0.229, Synergy_Bliss=1.30, Synergy_Loewe=-11.8, Synergy_HSA=2.15. (4) Drug 1: CC(CN1CC(=O)NC(=O)C1)N2CC(=O)NC(=O)C2. Drug 2: CC1C(C(CC(O1)OC2CC(CC3=C2C(=C4C(=C3O)C(=O)C5=C(C4=O)C(=CC=C5)OC)O)(C(=O)CO)O)N)O.Cl. Cell line: CAKI-1. Synergy scores: CSS=38.9, Synergy_ZIP=-3.67, Synergy_Bliss=-4.25, Synergy_Loewe=-0.0338, Synergy_HSA=1.35. (5) Drug 1: CC1=C(C(CCC1)(C)C)C=CC(=CC=CC(=CC(=O)O)C)C. Drug 2: CC1CCCC2(C(O2)CC(NC(=O)CC(C(C(=O)C(C1O)C)(C)C)O)C(=CC3=CSC(=N3)C)C)C. Cell line: SNB-75. Synergy scores: CSS=33.1, Synergy_ZIP=1.98, Synergy_Bliss=0.970, Synergy_Loewe=-22.3, Synergy_HSA=0.873. (6) Drug 1: CS(=O)(=O)C1=CC(=C(C=C1)C(=O)NC2=CC(=C(C=C2)Cl)C3=CC=CC=N3)Cl. Drug 2: CS(=O)(=O)OCCCCOS(=O)(=O)C. Cell line: SW-620. Synergy scores: CSS=2.17, Synergy_ZIP=-3.97, Synergy_Bliss=-3.01, Synergy_Loewe=-6.68, Synergy_HSA=-6.58. (7) Drug 1: CNC(=O)C1=CC=CC=C1SC2=CC3=C(C=C2)C(=NN3)C=CC4=CC=CC=N4. Drug 2: C(CC(=O)O)C(=O)CN.Cl. Cell line: T-47D. Synergy scores: CSS=-2.44, Synergy_ZIP=-0.750, Synergy_Bliss=-2.71, Synergy_Loewe=-3.58, Synergy_HSA=-3.46. (8) Drug 1: CN1CCC(CC1)COC2=C(C=C3C(=C2)N=CN=C3NC4=C(C=C(C=C4)Br)F)OC. Drug 2: COC1=C(C=C2C(=C1)N=CN=C2NC3=CC(=C(C=C3)F)Cl)OCCCN4CCOCC4. Cell line: SW-620. Synergy scores: CSS=14.2, Synergy_ZIP=-0.296, Synergy_Bliss=1.59, Synergy_Loewe=1.52, Synergy_HSA=1.60. (9) Drug 1: CS(=O)(=O)C1=CC(=C(C=C1)C(=O)NC2=CC(=C(C=C2)Cl)C3=CC=CC=N3)Cl. Drug 2: CS(=O)(=O)CCNCC1=CC=C(O1)C2=CC3=C(C=C2)N=CN=C3NC4=CC(=C(C=C4)OCC5=CC(=CC=C5)F)Cl. Cell line: SK-MEL-2. Synergy scores: CSS=-3.58, Synergy_ZIP=3.17, Synergy_Bliss=1.08, Synergy_Loewe=-6.33, Synergy_HSA=-4.27.